From a dataset of Full USPTO retrosynthesis dataset with 1.9M reactions from patents (1976-2016). Predict the reactants needed to synthesize the given product. (1) Given the product [CH3:37][N:36]([CH3:38])[CH2:35][CH2:34][O:22][C:19]1[CH:20]=[C:21]2[C:16]([CH2:15][CH2:14][CH2:13][CH:12]2[C:10]([N:9]([CH2:8][C:6]2[CH:5]=[N:4][N:3]([CH2:1][CH3:2])[CH:7]=2)[C:23]2[CH:24]=[CH:25][C:26]([CH:29]([CH3:30])[CH3:31])=[CH:27][CH:28]=2)=[O:11])=[CH:17][CH:18]=1, predict the reactants needed to synthesize it. The reactants are: [CH2:1]([N:3]1[CH:7]=[C:6]([CH2:8][N:9]([C:23]2[CH:28]=[CH:27][C:26]([CH:29]([CH3:31])[CH3:30])=[CH:25][CH:24]=2)[C:10]([CH:12]2[C:21]3[C:16](=[CH:17][CH:18]=[C:19]([OH:22])[CH:20]=3)[CH2:15][CH2:14][CH2:13]2)=[O:11])[CH:5]=[N:4]1)[CH3:2].Cl.Cl[CH2:34][CH2:35][N:36]([CH3:38])[CH3:37]. (2) The reactants are: ClC(Cl)(Cl)CC(=N)O[CH:6]([C:8]1[CH:9]=[N:10][C:11]([C:14]2[O:18][N:17]=[C:16]([C:19]3[N:24]=[C:23]([NH2:25])[N:22]=[C:21]([N:26]([CH3:33])[C:27]4[CH:32]=[CH:31][CH:30]=[CH:29][CH:28]=4)[N:20]=3)[N:15]=2)=[CH:12][CH:13]=1)[CH3:7].[F:37][C:38]([F:42])([F:41])[CH2:39][OH:40].C(Cl)Cl.C(=O)(O)[O-].[Na+]. Given the product [CH3:33][N:26]([C:27]1[CH:32]=[CH:31][CH:30]=[CH:29][CH:28]=1)[C:21]1[N:22]=[C:23]([NH2:25])[N:24]=[C:19]([C:16]2[N:15]=[C:14]([C:11]3[CH:12]=[CH:13][C:8]([CH:6]([O:40][CH2:39][C:38]([F:42])([F:41])[F:37])[CH3:7])=[CH:9][N:10]=3)[O:18][N:17]=2)[N:20]=1, predict the reactants needed to synthesize it. (3) Given the product [CH3:22][O:23][C:24]1[C:29]([C:2]2[CH:7]=[CH:6][C:5]([N:8]3[CH:12]=[C:11]([CH2:13][C:14]4[CH:18]=[CH:17][S:16][C:15]=4[C:19]([NH2:21])=[O:20])[N:10]=[CH:9]3)=[CH:4][CH:3]=2)=[CH:28][CH:27]=[CH:26][N:25]=1, predict the reactants needed to synthesize it. The reactants are: I[C:2]1[CH:7]=[CH:6][C:5]([N:8]2[CH:12]=[C:11]([CH2:13][C:14]3[CH:18]=[CH:17][S:16][C:15]=3[C:19]([NH2:21])=[O:20])[N:10]=[CH:9]2)=[CH:4][CH:3]=1.[CH3:22][O:23][C:24]1[C:29](B(O)O)=[CH:28][CH:27]=[CH:26][N:25]=1. (4) Given the product [CH3:40][C:7]([CH3:6])([CH2:10][C@@:11]1([C:34]2[CH:39]=[CH:38][CH:37]=[CH:36][CH:35]=2)[O:16][C:15](=[O:17])[N:14]([C@H:18]([C:20]2[CH:25]=[CH:24][C:23]([C:26]3[CH:31]=[CH:30][C:29](=[O:32])[N:28]([CH3:33])[CH:27]=3)=[CH:22][CH:21]=2)[CH3:19])[CH2:13][CH2:12]1)[C:8]([NH2:9])=[O:4], predict the reactants needed to synthesize it. The reactants are: C1C[O:4]CC1.[CH3:6][C:7]([CH3:40])([CH2:10][C@@:11]1([C:34]2[CH:39]=[CH:38][CH:37]=[CH:36][CH:35]=2)[O:16][C:15](=[O:17])[N:14]([C@H:18]([C:20]2[CH:25]=[CH:24][C:23]([C:26]3[CH:31]=[CH:30][C:29](=[O:32])[N:28]([CH3:33])[CH:27]=3)=[CH:22][CH:21]=2)[CH3:19])[CH2:13][CH2:12]1)[C:8]#[N:9].C(N)(=O)C. (5) Given the product [NH2:1][C:2]1[N:7]=[CH:6][N:5]=[C:4]2[N:8]([CH:12]([C:14]3[O:15][C:16]4[C:21]([C:22](=[O:31])[C:23]=3[C:24]3[CH:29]=[CH:28][CH:27]=[C:26]([F:30])[CH:25]=3)=[CH:20][CH:19]=[CH:18][CH:17]=4)[CH3:13])[N:9]=[C:10]([C:37]3[CH:36]=[N:35][C:34]([O:33][CH3:32])=[N:39][CH:38]=3)[C:3]=12, predict the reactants needed to synthesize it. The reactants are: [NH2:1][C:2]1[N:7]=[CH:6][N:5]=[C:4]2[N:8]([CH:12]([C:14]3[O:15][C:16]4[C:21]([C:22](=[O:31])[C:23]=3[C:24]3[CH:29]=[CH:28][CH:27]=[C:26]([F:30])[CH:25]=3)=[CH:20][CH:19]=[CH:18][CH:17]=4)[CH3:13])[N:9]=[C:10](I)[C:3]=12.[CH3:32][O:33][C:34]1[N:39]=[CH:38][C:37](B(O)O)=[CH:36][N:35]=1.C(=O)([O-])[O-].[Na+].[Na+].ClCCl. (6) Given the product [CH:15]([N:8]([CH2:7][C@H:4]1[CH2:5][O:6][C:19]([NH2:18])=[N:3]1)[C:9]1[CH:14]=[CH:13][CH:12]=[CH:11][CH:10]=1)([CH3:17])[CH3:16], predict the reactants needed to synthesize it. The reactants are: Cl.Cl.[NH2:3][C@@H:4]([CH2:7][N:8]([CH:15]([CH3:17])[CH3:16])[C:9]1[CH:14]=[CH:13][CH:12]=[CH:11][CH:10]=1)[CH2:5][OH:6].[N:18]#[C:19]Br.